Dataset: Reaction yield outcomes from USPTO patents with 853,638 reactions. Task: Predict the reaction yield, written as a fraction of the theoretical maximum amount of product (1.0 means a 100% yield; for example, 0.34 means a 34% yield). (1) The product is [ClH:1].[NH2:28][CH2:27][C:26]1[CH:35]=[CH:36][C:37]([F:38])=[C:24]([CH:21]2[CH2:20][CH2:19][N:18]([C:16]([C:5]3[C:4]4[C:8](=[C:9]([CH3:11])[CH:10]=[C:2]([Cl:1])[CH:3]=4)[N:7]([CH2:12][CH2:13][O:14][CH3:15])[CH:6]=3)=[O:17])[CH2:23][CH2:22]2)[CH:25]=1. The yield is 0.640. The reactants are [Cl:1][C:2]1[CH:3]=[C:4]2[C:8](=[C:9]([CH3:11])[CH:10]=1)[N:7]([CH2:12][CH2:13][O:14][CH3:15])[CH:6]=[C:5]2[C:16]([N:18]1[CH2:23][CH2:22][CH:21]([C:24]2[CH:25]=[C:26]([CH:35]=[CH:36][C:37]=2[F:38])[CH2:27][NH:28]C(=O)C(F)(F)F)[CH2:20][CH2:19]1)=[O:17].C([O-])([O-])=O.[K+].[K+].Cl.CCOCC. The catalyst is CO.O. (2) The reactants are [C:1]1([S:7]([C:10]2[CH:11]=[CH:12][C:13]([C:38]([F:41])([F:40])[F:39])=[C:14]([S:16]([NH:19][CH:20]3[CH2:25][CH2:24][N:23]([C:26](=O)[C:27]4[CH:32]=[CH:31][C:30]([C:33]([F:36])([F:35])[F:34])=[CH:29][CH:28]=4)[CH2:22][CH2:21]3)(=[O:18])=[O:17])[CH:15]=2)(=[O:9])=[O:8])[CH:6]=[CH:5][CH:4]=[CH:3][CH:2]=1.COC1C=CC(P2(SP(C3C=CC(OC)=CC=3)(=S)S2)=[S:51])=CC=1. The catalyst is C1(C)C=CC=CC=1. The product is [C:1]1([S:7]([C:10]2[CH:11]=[CH:12][C:13]([C:38]([F:41])([F:40])[F:39])=[C:14]([S:16]([NH:19][CH:20]3[CH2:25][CH2:24][N:23]([C:26]([C:27]4[CH:32]=[CH:31][C:30]([C:33]([F:36])([F:35])[F:34])=[CH:29][CH:28]=4)=[S:51])[CH2:22][CH2:21]3)(=[O:18])=[O:17])[CH:15]=2)(=[O:9])=[O:8])[CH:6]=[CH:5][CH:4]=[CH:3][CH:2]=1. The yield is 0.560. (3) The reactants are [CH3:1][O:2][C:3]1[CH:4]=[C:5]2[C:10](=[CH:11][C:12]=1[O:13][CH2:14][C@@H:15]1[CH2:17][O:16]1)[N:9]=[CH:8][CH:7]=[C:6]2[O:18][C:19]1[C:20]([CH3:29])=[N:21][C:22]2[C:27]([CH:28]=1)=[CH:26][CH:25]=[CH:24][CH:23]=2.FC(F)(F)C(O)=[O:33].C(=O)([O-])O.[Na+]. The catalyst is ClCCl. The product is [CH3:1][O:2][C:3]1[CH:4]=[C:5]2[C:10](=[CH:11][C:12]=1[O:13][CH2:14][C@@H:15]([OH:16])[CH2:17][OH:33])[N:9]=[CH:8][CH:7]=[C:6]2[O:18][C:19]1[C:20]([CH3:29])=[N:21][C:22]2[C:27]([CH:28]=1)=[CH:26][CH:25]=[CH:24][CH:23]=2. The yield is 0.760. (4) The yield is 0.400. The catalyst is C1C=CC(P(C2C=CC=CC=2)[C-]2C=CC=C2)=CC=1.C1C=CC(P(C2C=CC=CC=2)[C-]2C=CC=C2)=CC=1.Cl[Pd]Cl.[Fe+2].C(COC)OC. The product is [OH:17][C:18]1[CH:23]=[CH:22][CH:21]=[CH:20][C:19]=1[C:2]1[CH:3]=[CH:4][C:5]2[N:6]([C:8]([C:12]([O:14][CH2:15][CH3:16])=[O:13])=[C:9]([CH3:11])[N:10]=2)[N:7]=1. The reactants are Cl[C:2]1[CH:3]=[CH:4][C:5]2[N:6]([C:8]([C:12]([O:14][CH2:15][CH3:16])=[O:13])=[C:9]([CH3:11])[N:10]=2)[N:7]=1.[OH:17][C:18]1[CH:23]=[CH:22][CH:21]=[CH:20][C:19]=1B(O)O.C([O-])([O-])=O.[K+].[K+]. (5) The reactants are [Cl:1][C:2]1[C:11]2[C:6](=[CH:7][CH:8]=[C:9]([C:12](Cl)=[O:13])[CH:10]=2)[CH:5]=[CH:4][N:3]=1.C([OH:17])C.C(N([CH2:23][CH3:24])CC)C. The catalyst is O1CCCC1. The product is [Cl:1][C:2]1[C:11]2[C:6](=[CH:7][CH:8]=[C:9]([C:12]([O:13][CH2:23][CH3:24])=[O:17])[CH:10]=2)[CH:5]=[CH:4][N:3]=1. The yield is 0.960. (6) The reactants are [Cl:1][CH2:2][CH2:3][O:4][C:5]1[CH:12]=[CH:11][C:8]([CH2:9]O)=[CH:7][CH:6]=1.S(Br)([Br:15])=O. The catalyst is O1CCOCC1.CCOCC. The product is [Cl:1][CH2:2][CH2:3][O:4][C:5]1[CH:12]=[CH:11][C:8]([CH2:9][Br:15])=[CH:7][CH:6]=1. The yield is 0.580.